Task: Regression/Classification. Given a drug SMILES string, predict its absorption, distribution, metabolism, or excretion properties. Task type varies by dataset: regression for continuous measurements (e.g., permeability, clearance, half-life) or binary classification for categorical outcomes (e.g., BBB penetration, CYP inhibition). Dataset: cyp2c9_veith.. Dataset: CYP2C9 inhibition data for predicting drug metabolism from PubChem BioAssay The compound is C1CCc2c(nc3nnnn3c2NC2CCCC2)C1. The result is 0 (non-inhibitor).